This data is from Catalyst prediction with 721,799 reactions and 888 catalyst types from USPTO. The task is: Predict which catalyst facilitates the given reaction. (1) Reactant: [NH2:1][C:2]1[C:3](C#N)=[N:4][C:5]([Br:9])=[CH:6][C:7]=1[Br:8].O.[C:13](=[O:16])(O)[O-:14].[Na+]. Product: [NH2:1][C:2]1[C:3]([C:13]([OH:14])=[O:16])=[N:4][C:5]([Br:9])=[CH:6][C:7]=1[Br:8]. The catalyst class is: 65. (2) Product: [CH3:1][C:2]1[C:13]([O:14][CH:15]([CH3:17])[CH3:16])=[CH:12][CH:11]=[CH:10][C:3]=1[C:4]([OH:6])=[O:5]. Reactant: [CH3:1][C:2]1[C:13]([O:14][CH:15]([CH3:17])[CH3:16])=[CH:12][CH:11]=[CH:10][C:3]=1[C:4]([O:6]C(C)C)=[O:5].[OH-].[Na+]. The catalyst class is: 1. (3) Reactant: Br[C:2]1[CH:3]=[C:4]([C:12]([O:14][CH3:15])=[O:13])[C:5]2[C:10]([CH:11]=1)=[CH:9][CH:8]=[CH:7][CH:6]=2.[CH:16](B1OC(C)(C)C(C)(C)O1)=[CH2:17].CN(C=O)C.C([O-])([O-])=O.[Na+].[Na+]. Product: [CH:16]([C:2]1[CH:3]=[C:4]([C:12]([O:14][CH3:15])=[O:13])[C:5]2[C:10]([CH:11]=1)=[CH:9][CH:8]=[CH:7][CH:6]=2)=[CH2:17]. The catalyst class is: 259. (4) Reactant: [OH:1][CH2:2][CH:3]1[O:8][CH2:7][CH2:6][N:5]([C:9]([O:11][C:12]([CH3:15])([CH3:14])[CH3:13])=[O:10])[CH2:4]1.[H-].[Na+].[Cl:18][C:19]1[CH:20]=[C:21]([S:26]([NH2:29])(=[O:28])=[O:27])[CH:22]=[CH:23][C:24]=1F. Product: [Cl:18][C:19]1[CH:20]=[C:21]([S:26](=[O:28])(=[O:27])[NH2:29])[CH:22]=[CH:23][C:24]=1[O:1][CH2:2][CH:3]1[O:8][CH2:7][CH2:6][N:5]([C:9]([O:11][C:12]([CH3:15])([CH3:14])[CH3:13])=[O:10])[CH2:4]1. The catalyst class is: 9. (5) Reactant: [Li+].CC([N-]C(C)C)C.[Cl:9][C:10]1[C:11]([N:21]2[CH2:26][C@H:25]([CH3:27])[O:24][C@H:23]([CH3:28])[CH2:22]2)=[C:12]([CH:17]=[CH:18][C:19]=1[F:20])[C:13]([O:15][CH3:16])=[O:14].CON(C)[C:32](=[O:34])[CH3:33]. Product: [C:32]([C:18]1[C:19]([F:20])=[C:10]([Cl:9])[C:11]([N:21]2[CH2:22][C@H:23]([CH3:28])[O:24][C@H:25]([CH3:27])[CH2:26]2)=[C:12]([CH:17]=1)[C:13]([O:15][CH3:16])=[O:14])(=[O:34])[CH3:33]. The catalyst class is: 1.